Predict the product of the given reaction. From a dataset of Forward reaction prediction with 1.9M reactions from USPTO patents (1976-2016). (1) Given the reactants [O:1]1[CH2:6][CH2:5][N:4]([C:7]2[CH:15]=[CH:14][C:10]([C:11]([NH2:13])=O)=[CH:9][CH:8]=2)[CH2:3][CH2:2]1.COC1C=CC(P2(SP(C3C=CC(OC)=CC=3)(=S)S2)=[S:25])=CC=1, predict the reaction product. The product is: [O:1]1[CH2:6][CH2:5][N:4]([C:7]2[CH:15]=[CH:14][C:10]([C:11](=[S:25])[NH2:13])=[CH:9][CH:8]=2)[CH2:3][CH2:2]1. (2) Given the reactants C(NC(C)C)(C)C.[Cl:8][C:9]1[CH:10]=[N:11][CH:12]=[C:13]([F:15])[CH:14]=1.[CH:16](OC)=[O:17].[NH4+].[Cl-], predict the reaction product. The product is: [Cl:8][C:9]1[CH:10]=[N:11][CH:12]=[C:13]([F:15])[C:14]=1[CH:16]=[O:17]. (3) Given the reactants [Cl:1][C:2]1[CH:3]=[C:4]([CH:8]([CH2:11][CH3:12])[C:9]#[N:10])[CH:5]=[CH:6][CH:7]=1.[CH2:13](N)[CH2:14][NH2:15], predict the reaction product. The product is: [Cl:1][C:2]1[CH:3]=[C:4]([CH:8]([C:9]2[NH:15][CH2:14][CH2:13][N:10]=2)[CH2:11][CH3:12])[CH:5]=[CH:6][CH:7]=1.